Dataset: NCI-60 drug combinations with 297,098 pairs across 59 cell lines. Task: Regression. Given two drug SMILES strings and cell line genomic features, predict the synergy score measuring deviation from expected non-interaction effect. (1) Drug 1: C1CCC(CC1)NC(=O)N(CCCl)N=O. Drug 2: CC1=C(C=C(C=C1)C(=O)NC2=CC(=CC(=C2)C(F)(F)F)N3C=C(N=C3)C)NC4=NC=CC(=N4)C5=CN=CC=C5. Cell line: OVCAR-4. Synergy scores: CSS=3.24, Synergy_ZIP=0.208, Synergy_Bliss=1.35, Synergy_Loewe=-0.517, Synergy_HSA=-0.336. (2) Drug 1: CC1C(C(CC(O1)OC2CC(CC3=C2C(=C4C(=C3O)C(=O)C5=C(C4=O)C(=CC=C5)OC)O)(C(=O)C)O)N)O.Cl. Drug 2: CC1C(C(CC(O1)OC2CC(OC(C2O)C)OC3=CC4=CC5=C(C(=O)C(C(C5)C(C(=O)C(C(C)O)O)OC)OC6CC(C(C(O6)C)O)OC7CC(C(C(O7)C)O)OC8CC(C(C(O8)C)O)(C)O)C(=C4C(=C3C)O)O)O)O. Cell line: K-562. Synergy scores: CSS=12.4, Synergy_ZIP=1.56, Synergy_Bliss=4.12, Synergy_Loewe=-9.85, Synergy_HSA=3.27. (3) Drug 1: C1=NC2=C(N1)C(=S)N=C(N2)N. Drug 2: C1C(C(OC1N2C=NC3=C(N=C(N=C32)Cl)N)CO)O. Cell line: 786-0. Synergy scores: CSS=35.2, Synergy_ZIP=-7.06, Synergy_Bliss=-0.306, Synergy_Loewe=1.19, Synergy_HSA=1.28. (4) Cell line: HCC-2998. Synergy scores: CSS=11.4, Synergy_ZIP=2.04, Synergy_Bliss=-0.184, Synergy_Loewe=-1.05, Synergy_HSA=-1.43. Drug 2: B(C(CC(C)C)NC(=O)C(CC1=CC=CC=C1)NC(=O)C2=NC=CN=C2)(O)O. Drug 1: C1=C(C(=O)NC(=O)N1)N(CCCl)CCCl. (5) Drug 1: C1=NC2=C(N=C(N=C2N1C3C(C(C(O3)CO)O)F)Cl)N. Drug 2: CN(C(=O)NC(C=O)C(C(C(CO)O)O)O)N=O. Cell line: CCRF-CEM. Synergy scores: CSS=71.0, Synergy_ZIP=-1.10, Synergy_Bliss=-0.706, Synergy_Loewe=-57.0, Synergy_HSA=-0.208. (6) Drug 1: CS(=O)(=O)C1=CC(=C(C=C1)C(=O)NC2=CC(=C(C=C2)Cl)C3=CC=CC=N3)Cl. Drug 2: CN(CCCl)CCCl.Cl. Cell line: SK-MEL-2. Synergy scores: CSS=-1.54, Synergy_ZIP=3.51, Synergy_Bliss=4.43, Synergy_Loewe=-5.16, Synergy_HSA=-2.52. (7) Cell line: MOLT-4. Drug 2: C1C(C(OC1N2C=NC(=NC2=O)N)CO)O. Synergy scores: CSS=60.2, Synergy_ZIP=2.63, Synergy_Bliss=2.79, Synergy_Loewe=-15.9, Synergy_HSA=-0.167. Drug 1: C1CCN(CC1)CCOC2=CC=C(C=C2)C(=O)C3=C(SC4=C3C=CC(=C4)O)C5=CC=C(C=C5)O. (8) Drug 1: C1=CC(=CC=C1C#N)C(C2=CC=C(C=C2)C#N)N3C=NC=N3. Drug 2: C1=NC2=C(N1)C(=S)N=CN2. Cell line: UACC-257. Synergy scores: CSS=10.9, Synergy_ZIP=-6.68, Synergy_Bliss=-0.498, Synergy_Loewe=-8.57, Synergy_HSA=-1.01.